This data is from Peptide-MHC class II binding affinity with 134,281 pairs from IEDB. The task is: Regression. Given a peptide amino acid sequence and an MHC pseudo amino acid sequence, predict their binding affinity value. This is MHC class II binding data. The peptide sequence is STVASAQIHLYYN. The MHC is HLA-DQA10501-DQB10301 with pseudo-sequence HLA-DQA10501-DQB10301. The binding affinity (normalized) is 0.248.